This data is from Full USPTO retrosynthesis dataset with 1.9M reactions from patents (1976-2016). The task is: Predict the reactants needed to synthesize the given product. (1) Given the product [CH3:5][C:2]([O:6][C:7]1[CH:8]=[C:9]([CH:14]=[CH:15][CH:16]=1)[C:10]([OH:12])=[O:11])([CH3:1])[C:3]#[CH:4], predict the reactants needed to synthesize it. The reactants are: [CH3:1][C:2]([O:6][C:7]1[CH:8]=[C:9]([CH:14]=[CH:15][CH:16]=1)[C:10]([O:12]C)=[O:11])([CH3:5])[C:3]#[CH:4].[OH-].[Li+].CO.Cl. (2) Given the product [CH:1]1([CH:4]([NH:8][C:9]2[C:21]3[C:20]4[CH:19]=[CH:18][C:17]([C:35]5[N:36]=[N:37][CH:38]=[CH:39][CH:40]=5)=[CH:16][C:15]=4[NH:14][C:13]=3[C:12]([C:31]([NH2:33])=[O:32])=[CH:11][N:10]=2)[CH:5]2[CH2:6][CH2:7]2)[CH2:3][CH2:2]1, predict the reactants needed to synthesize it. The reactants are: [CH:1]1([CH:4]([NH:8][C:9]2[C:21]3[C:20]4[CH:19]=[CH:18][C:17](B5OC(C)(C)C(C)(C)O5)=[CH:16][C:15]=4[NH:14][C:13]=3[C:12]([C:31]([NH2:33])=[O:32])=[CH:11][N:10]=2)[CH:5]2[CH2:7][CH2:6]2)[CH2:3][CH2:2]1.Cl[C:35]1[N:36]=[N:37][CH:38]=[CH:39][CH:40]=1.C1(P(C2CCCCC2)C2CCCCC2)CCCCC1.[O-]P([O-])([O-])=O.[K+].[K+].[K+]. (3) Given the product [CH3:1][O:2][C:3]1[CH:8]=[CH:7][C:6]([C:9]([CH3:13])([CH3:12])[C:10]([OH:21])=[O:14])=[CH:5][CH:4]=1, predict the reactants needed to synthesize it. The reactants are: [CH3:1][O:2][C:3]1[CH:8]=[CH:7][C:6]([C:9]([CH3:13])([CH3:12])[C:10]#N)=[CH:5][CH:4]=1.[OH-:14].[K+].C(O)CO.Cl.[OH2:21]. (4) The reactants are: [C:1]([N:11]1[CH2:16][CH2:15][NH:14][CH2:13][CH2:12]1)([O:3][CH2:4][C:5]1[CH:10]=[CH:9][CH:8]=[CH:7][CH:6]=1)=[O:2].[NH:17]([C:22]([O:24][C:25]([CH3:28])([CH3:27])[CH3:26])=[O:23])[CH2:18][C:19](O)=[O:20].F[P-](F)(F)(F)(F)F.N1(O[P+](N(C)C)(N(C)C)N(C)C)C2C=CC=CC=2N=N1.C(N(C(C)C)CC)(C)C. Given the product [C:25]([O:24][C:22]([NH:17][CH2:18][C:19]([N:14]1[CH2:13][CH2:12][N:11]([C:1]([O:3][CH2:4][C:5]2[CH:6]=[CH:7][CH:8]=[CH:9][CH:10]=2)=[O:2])[CH2:16][CH2:15]1)=[O:20])=[O:23])([CH3:28])([CH3:27])[CH3:26], predict the reactants needed to synthesize it. (5) Given the product [F:10][C:8]1[CH:9]=[C:2]([C:15]2[CH:16]=[CH:17][N:13]([CH3:12])[N:14]=2)[CH:3]=[C:4]([F:11])[C:5]=1[C:6]#[N:7], predict the reactants needed to synthesize it. The reactants are: Br[C:2]1[CH:9]=[C:8]([F:10])[C:5]([C:6]#[N:7])=[C:4]([F:11])[CH:3]=1.[CH3:12][N:13]1[CH:17]=[CH:16][C:15](B2OC(C)(C)C(C)(C)O2)=[N:14]1.C(=O)([O-])[O-].[Na+].[Na+]. (6) Given the product [CH3:1][C:2]1([CH3:30])[CH2:11][CH2:10][C:9]([CH3:12])([CH3:13])[C:8]2[CH:7]=[C:6]([NH:14][C:15]([C:17]3[CH:18]=[CH:19][C:20]([CH:21]=[CH:22][C:23]([OH:25])=[O:24])=[CH:28][CH:29]=3)=[O:16])[CH:5]=[CH:4][C:3]1=2, predict the reactants needed to synthesize it. The reactants are: [CH3:1][C:2]1([CH3:30])[CH2:11][CH2:10][C:9]([CH3:13])([CH3:12])[C:8]2[CH:7]=[C:6]([NH:14][C:15]([C:17]3[CH:29]=[CH:28][C:20]([CH:21]=[CH:22][C:23]([O:25]CC)=[O:24])=[CH:19][CH:18]=3)=[O:16])[CH:5]=[CH:4][C:3]1=2.O.[OH-].[Li+].Cl.